Dataset: Catalyst prediction with 721,799 reactions and 888 catalyst types from USPTO. Task: Predict which catalyst facilitates the given reaction. (1) Reactant: [CH3:1][O:2][C:3](=[O:13])[C:4]1[CH:12]=[CH:11][CH:10]=[C:6]([C:7]([OH:9])=O)[CH:5]=1.CCN=C=NCCCN(C)C.Cl.C1C=CC2N(O)N=NC=2C=1.Cl.[NH2:37][CH2:38][C:39]([C:41]1[CH:46]=[CH:45][C:44]([O:47][CH3:48])=[CH:43][CH:42]=1)=[O:40].C(N(C(C)C)CC)(C)C. Product: [CH3:1][O:2][C:3](=[O:13])[C:4]1[CH:12]=[CH:11][CH:10]=[C:6]([C:7]([NH:37][CH2:38][C:39]([C:41]2[CH:46]=[CH:45][C:44]([O:47][CH3:48])=[CH:43][CH:42]=2)=[O:40])=[O:9])[CH:5]=1. The catalyst class is: 35. (2) Reactant: [H-].[Na+].[NH2:3][C:4]1[CH:5]=[N:6][C:7]([C:10]([CH3:13])([CH3:12])[CH3:11])=[N:8][CH:9]=1.Cl[C:15]1[C:24]2[C:19](=[CH:20][CH:21]=[CH:22][CH:23]=2)[C:18]([C:25]2[CH:34]=[C:33]3[C:28]([CH:29]=[CH:30][N:31]=[CH:32]3)=[CH:27][CH:26]=2)=[CH:17][N:16]=1. Product: [C:15]1([NH:3][C:4]2[CH:9]=[N:8][C:7]([C:10]([CH3:13])([CH3:12])[CH3:11])=[N:6][CH:5]=2)[C:24]2[C:19](=[CH:20][CH:21]=[CH:22][CH:23]=2)[C:18]([C:25]2[CH:34]=[C:33]3[C:28]([CH:29]=[CH:30][N:31]=[CH:32]3)=[CH:27][CH:26]=2)=[CH:17][N:16]=1. The catalyst class is: 1. (3) Reactant: [NH:1]1[CH:5]=[CH:4][N:3]=[C:2]1[C:6]1[C:15]2[C:10](=[CH:11][CH:12]=[CH:13][CH:14]=2)[N:9]([CH3:16])[CH2:8][CH:7]=1.[H-].[Al+3].[Li+].[H-].[H-].[H-]. Product: [NH:1]1[CH:5]=[CH:4][N:3]=[C:2]1[CH:6]1[C:15]2[C:10](=[CH:11][CH:12]=[CH:13][CH:14]=2)[N:9]([CH3:16])[CH2:8][CH2:7]1. The catalyst class is: 7. (4) The catalyst class is: 35. Product: [ClH:1].[CH3:9][C:5]1[CH:6]=[CH:7][CH:8]=[C:3]([CH3:2])[C:4]=1[CH2:10][NH:11][C:12]1[C:13]2[N:14]([C:28]([CH3:32])=[C:29]([CH3:31])[N:30]=2)[CH:15]=[C:16]([N:18]2[C:23](=[O:24])[CH:22]=[CH:21][C:20]([C:25]([NH2:35])=[O:27])=[CH:19]2)[CH:17]=1. Reactant: [ClH:1].[CH3:2][C:3]1[CH:8]=[CH:7][CH:6]=[C:5]([CH3:9])[C:4]=1[CH2:10][NH:11][C:12]1[C:13]2[N:14]([C:28]([CH3:32])=[C:29]([CH3:31])[N:30]=2)[CH:15]=[C:16]([N:18]2[C:23](=[O:24])[CH:22]=[CH:21][C:20]([C:25]([OH:27])=O)=[CH:19]2)[CH:17]=1.[NH4+].O[N:35]1C2C=CC=CC=2N=N1.C(N1CCOCC1)C.Cl.CN(C)CCCN=C=NCC.Cl. (5) Reactant: C(N(C(C)C)CC)(C)C.[S:10]1[N:14]=[CH:13][C:12]([O:15][CH2:16][C@@H:17]2[O:21][C:20](=[O:22])[N:19]([C:23]3[CH:28]=[CH:27][C:26]([C:29]4[CH2:34][CH2:33][N:32](CC5C=CC=CC=5)[CH2:31][CH:30]=4)=[C:25]([F:42])[CH:24]=3)[CH2:18]2)=[N:11]1.[Cl:43]C(OC(Cl)C)=O.C(=O)([O-])N.C(Cl)C1C=CC=CC=1. Product: [ClH:43].[S:10]1[N:14]=[CH:13][C:12]([O:15][CH2:16][C@@H:17]2[O:21][C:20](=[O:22])[N:19]([C:23]3[CH:28]=[CH:27][C:26]([C:29]4[CH2:34][CH2:33][NH:32][CH2:31][CH:30]=4)=[C:25]([F:42])[CH:24]=3)[CH2:18]2)=[N:11]1. The catalyst class is: 4. (6) Reactant: [O:1]1[CH:5]=[CH:4][CH:3]=[CH:2]1.[O:6]=[C:7]1[C:15]2[C:10](=[CH:11][CH:12]=[CH:13][CH:14]=2)[C:9](=[O:16])[N:8]1[CH2:17][CH2:18][CH2:19][CH2:20][CH:21]=[O:22].O. Product: [OH:22][CH:21]([C:2]1[O:1][CH:5]=[CH:4][CH:3]=1)[CH2:20][CH2:19][CH2:18][CH2:17][N:8]1[C:7](=[O:6])[C:15]2[C:10](=[CH:11][CH:12]=[CH:13][CH:14]=2)[C:9]1=[O:16]. The catalyst class is: 7. (7) Reactant: [F:1][C:2]1[CH:8]=[C:7]([F:9])[CH:6]=[CH:5][C:3]=1[NH2:4].C(O)(=O)C.O=[C:15]1[CH2:20][CH2:19][N:18]([C:21]([O:23][C:24]([CH3:27])([CH3:26])[CH3:25])=[O:22])[CH2:17][CH2:16]1.C(O[BH-](OC(=O)C)OC(=O)C)(=O)C.[Na+].[OH-].[K+]. Product: [F:1][C:2]1[CH:8]=[C:7]([F:9])[CH:6]=[CH:5][C:3]=1[NH:4][CH:15]1[CH2:20][CH2:19][N:18]([C:21]([O:23][C:24]([CH3:27])([CH3:26])[CH3:25])=[O:22])[CH2:17][CH2:16]1. The catalyst class is: 26. (8) Reactant: CO[C:3]1[CH:8]=[N:7][N:6]([CH3:9])[C:5](=[O:10])[CH:4]=1.P(Cl)(Cl)([Cl:13])=O.C(=O)([O-])[O-].[Na+].[Na+]. Product: [Cl:13][C:3]1[CH:8]=[N:7][N:6]([CH3:9])[C:5](=[O:10])[CH:4]=1. The catalyst class is: 34. (9) Reactant: [F:1][C:2]1[CH:3]=[C:4]([CH:9]2[N:14]([C:15]([O:17]C3C=CC([N+]([O-])=O)=CC=3)=O)[C:13]([O:27][CH3:28])=[N:12][C:11]([CH2:29][CH3:30])=[C:10]2[C:31]([O:33][CH2:34][C:35]2[CH:40]=[CH:39][CH:38]=[CH:37][CH:36]=2)=[O:32])[CH:5]=[CH:6][C:7]=1[F:8]. Product: [F:1][C:2]1[CH:3]=[C:4]([CH:9]2[N:14]([C:15]([NH:14][C@@H:9]([C:4]3[CH:5]=[CH:6][CH:7]=[CH:2][CH:3]=3)[CH3:10])=[O:17])[C:13]([O:27][CH3:28])=[N:12][C:11]([CH2:29][CH3:30])=[C:10]2[C:31]([O:33][CH2:34][C:35]2[CH:36]=[CH:37][CH:38]=[CH:39][CH:40]=2)=[O:32])[CH:5]=[CH:6][C:7]=1[F:8]. The catalyst class is: 1. (10) Reactant: [C:1]([C:9]1[C:10](=[O:20])[N:11]([CH3:19])[C:12](=[O:18])[N:13]([CH3:17])[C:14]=1[CH2:15]Br)(=O)[C:2]1[CH:7]=[CH:6][CH:5]=[CH:4][CH:3]=1.[NH2:21][C:22]1[CH:27]=[C:26]([N+:28]([O-:30])=[O:29])[CH:25]=[CH:24][C:23]=1[OH:31]. Product: [OH:31][C:23]1[CH:24]=[CH:25][C:26]([N+:28]([O-:30])=[O:29])=[CH:27][C:22]=1[N:21]1[C:1]([C:2]2[CH:7]=[CH:6][CH:5]=[CH:4][CH:3]=2)=[C:9]2[C:14]([N:13]([CH3:17])[C:12](=[O:18])[N:11]([CH3:19])[C:10]2=[O:20])=[CH:15]1. The catalyst class is: 5.